This data is from NCI-60 drug combinations with 297,098 pairs across 59 cell lines. The task is: Regression. Given two drug SMILES strings and cell line genomic features, predict the synergy score measuring deviation from expected non-interaction effect. (1) Cell line: TK-10. Synergy scores: CSS=32.4, Synergy_ZIP=0.830, Synergy_Bliss=1.53, Synergy_Loewe=-15.5, Synergy_HSA=1.91. Drug 2: C(CC(=O)O)C(=O)CN.Cl. Drug 1: COC1=C(C=C2C(=C1)N=CN=C2NC3=CC(=C(C=C3)F)Cl)OCCCN4CCOCC4. (2) Drug 1: CC1CCC2CC(C(=CC=CC=CC(CC(C(=O)C(C(C(=CC(C(=O)CC(OC(=O)C3CCCCN3C(=O)C(=O)C1(O2)O)C(C)CC4CCC(C(C4)OC)OCCO)C)C)O)OC)C)C)C)OC. Drug 2: CC1CCCC2(C(O2)CC(NC(=O)CC(C(C(=O)C(C1O)C)(C)C)O)C(=CC3=CSC(=N3)C)C)C. Cell line: HCT116. Synergy scores: CSS=58.9, Synergy_ZIP=3.89, Synergy_Bliss=2.34, Synergy_Loewe=-11.6, Synergy_HSA=4.54. (3) Drug 1: CN1C2=C(C=C(C=C2)N(CCCl)CCCl)N=C1CCCC(=O)O.Cl. Drug 2: C1CNP(=O)(OC1)N(CCCl)CCCl. Cell line: SW-620. Synergy scores: CSS=3.38, Synergy_ZIP=-0.754, Synergy_Bliss=-0.0309, Synergy_Loewe=-1.87, Synergy_HSA=-1.01. (4) Drug 1: CCCCCOC(=O)NC1=NC(=O)N(C=C1F)C2C(C(C(O2)C)O)O. Drug 2: CN(CCCl)CCCl.Cl. Cell line: CCRF-CEM. Synergy scores: CSS=21.6, Synergy_ZIP=2.16, Synergy_Bliss=2.57, Synergy_Loewe=-48.3, Synergy_HSA=-3.99. (5) Drug 1: COC1=C(C=C2C(=C1)N=CN=C2NC3=CC(=C(C=C3)F)Cl)OCCCN4CCOCC4. Drug 2: C(CCl)NC(=O)N(CCCl)N=O. Cell line: SK-MEL-28. Synergy scores: CSS=14.2, Synergy_ZIP=-3.96, Synergy_Bliss=0.598, Synergy_Loewe=-2.54, Synergy_HSA=-0.291.